From a dataset of Reaction yield outcomes from USPTO patents with 853,638 reactions. Predict the reaction yield, written as a fraction of the theoretical maximum amount of product (1.0 means a 100% yield; for example, 0.34 means a 34% yield). (1) The reactants are [OH-:1].[Na+].O=[C:4]([C:12]1[CH:17]=[CH:16][C:15]([O:18][CH3:19])=[C:14]([O:20][CH3:21])[C:13]=1[O:22][CH3:23])[CH2:5][CH2:6][CH2:7]CC(O)=O.[OH2:24]. The catalyst is CO. The product is [CH3:23][O:22][C:13]1[C:14]([O:20][CH3:21])=[C:15]([O:18][CH3:19])[CH:16]=[CH:17][C:12]=1[CH2:4][CH2:5][CH2:6][C:7]([OH:24])=[O:1]. The yield is 0.780. (2) The reactants are [Cl:1][C:2]1[CH:3]=[CH:4][C:5]([CH3:38])=[C:6]([N:8]([CH2:24][C:25]([N:27]([N:29]2[CH2:37][C:36]3[C:31](=[CH:32][CH:33]=[CH:34][CH:35]=3)[CH2:30]2)[CH3:28])=[O:26])[CH2:9][C:10]([NH:12][CH2:13][CH2:14][N:15](C(OC(C)(C)C)=O)[CH3:16])=[O:11])[CH:7]=1.Cl.C(OCC)(=O)C.C(=O)([O-])O.[Na+]. The catalyst is ClCCl. The product is [Cl:1][C:2]1[CH:3]=[CH:4][C:5]([CH3:38])=[C:6]([N:8]([CH2:24][C:25]([N:27]([N:29]2[CH2:30][C:31]3[C:36](=[CH:35][CH:34]=[CH:33][CH:32]=3)[CH2:37]2)[CH3:28])=[O:26])[CH2:9][C:10]([NH:12][CH2:13][CH2:14][NH:15][CH3:16])=[O:11])[CH:7]=1. The yield is 0.750. (3) The reactants are [N:1]1[CH:6]=[CH:5][C:4]([CH:7]=O)=[CH:3][CH:2]=1.[C:9]([CH:14]=P(C1C=CC=CC=1)(C1C=CC=CC=1)C1C=CC=CC=1)([O:11][CH2:12][CH3:13])=[O:10]. The catalyst is C1(C)C=CC=CC=1. The product is [CH2:12]([O:11][C:9](=[O:10])/[CH:14]=[CH:7]/[C:4]1[CH:3]=[CH:2][N:1]=[CH:6][CH:5]=1)[CH3:13]. The yield is 0.430. (4) The reactants are Cl.[Cl:2][C:3]1[CH:4]=[C:5]([C:20](O)=[O:21])[C:6]2[C:7]([CH3:19])=[C:8]([CH2:15][N:16]([CH3:18])[CH3:17])[N:9]([CH:12]([CH3:14])[CH3:13])[C:10]=2[CH:11]=1.[NH2:23][CH2:24][C:25]1[C:26](=[O:35])[NH:27][C:28]([CH3:34])=[CH:29][C:30]=1[CH2:31][CH2:32][CH3:33].C1C=NC2N(O)N=NC=2C=1.CN1CCOCC1.C(Cl)CCl. The catalyst is CN(C)C=O.ClCCl. The product is [Cl:2][C:3]1[CH:4]=[C:5]([C:20]([NH:23][CH2:24][C:25]2[C:26](=[O:35])[NH:27][C:28]([CH3:34])=[CH:29][C:30]=2[CH2:31][CH2:32][CH3:33])=[O:21])[C:6]2[C:7]([CH3:19])=[C:8]([CH2:15][N:16]([CH3:18])[CH3:17])[N:9]([CH:12]([CH3:13])[CH3:14])[C:10]=2[CH:11]=1. The yield is 0.632.